From a dataset of Aqueous solubility values for 9,982 compounds from the AqSolDB database. Regression/Classification. Given a drug SMILES string, predict its absorption, distribution, metabolism, or excretion properties. Task type varies by dataset: regression for continuous measurements (e.g., permeability, clearance, half-life) or binary classification for categorical outcomes (e.g., BBB penetration, CYP inhibition). For this dataset (solubility_aqsoldb), we predict Y. (1) The drug is O=C([O-])[C@H](O)[C@H](O)[C@@H](O)[C@H](O)[C@H](O)CO.[Na+]. The Y is 0.317 log mol/L. (2) The drug is O=[N+]([O-])c1ccc(CO)cc1. The Y is -1.88 log mol/L. (3) The molecule is CC(CC(=O)OOC(C)(C)C)CC(C)(C)C. The Y is -4.21 log mol/L. (4) The compound is CC(C)(C)C(O)(CCc1ccc(Cl)cc1)Cn1cncn1. The Y is -3.93 log mol/L. (5) The compound is CCCCC(CC)COC(=O)CS. The Y is -4.64 log mol/L. (6) The molecule is CCCCCCCCCCC(O)CCC. The Y is -5.84 log mol/L. (7) The Y is -1.58 log mol/L. The molecule is O=[N+]([O-])OCC(CO)(CO[N+](=O)[O-])CO[N+](=O)[O-].